Dataset: Full USPTO retrosynthesis dataset with 1.9M reactions from patents (1976-2016). Task: Predict the reactants needed to synthesize the given product. (1) Given the product [Cl:1][C:2]1[C:10]2[N:9]=[C:8]([CH2:11][CH3:12])[N:7]([CH2:16][C:17]3[N:21]=[C:20]([C:22]4[C:23]([CH3:28])=[N:24][O:25][C:26]=4[CH3:27])[O:19][N:18]=3)[C:6]=2[CH:5]=[CH:4][C:3]=1[C:13]#[N:14], predict the reactants needed to synthesize it. The reactants are: [Cl:1][C:2]1[C:10]2[N:9]=[C:8]([CH2:11][CH3:12])[NH:7][C:6]=2[CH:5]=[CH:4][C:3]=1[C:13]#[N:14].Cl[CH2:16][C:17]1[N:21]=[C:20]([C:22]2[C:23]([CH3:28])=[N:24][O:25][C:26]=2[CH3:27])[O:19][N:18]=1. (2) Given the product [Br:1][C:2]1[C:10]2[O:9][C:8]([NH:11][CH:12]3[CH2:17][CH2:16][N:15]([CH2:24][C:23]4[CH:26]=[C:27]([O:30][CH2:31][CH3:32])[C:28]([F:29])=[C:21]([O:20][CH2:18][CH3:19])[CH:22]=4)[CH2:14][CH2:13]3)=[N:7][C:6]=2[CH:5]=[CH:4][CH:3]=1, predict the reactants needed to synthesize it. The reactants are: [Br:1][C:2]1[C:10]2[O:9][C:8]([NH:11][CH:12]3[CH2:17][CH2:16][NH:15][CH2:14][CH2:13]3)=[N:7][C:6]=2[CH:5]=[CH:4][CH:3]=1.[CH2:18]([O:20][C:21]1[CH:22]=[C:23]([CH:26]=[C:27]([O:30][CH2:31][CH3:32])[C:28]=1[F:29])[CH:24]=O)[CH3:19].C([BH3-])#N.[Na+].C(N(C(C)C)C(C)C)C. (3) Given the product [Cl:1][C:2]1[N:3]=[C:4]([N:12]2[CH2:17][CH2:16][O:15][CH2:14][CH2:13]2)[C:5]2[S:10][C:9]([NH:11][C:21]([CH:18]3[CH2:20][CH2:19]3)=[O:22])=[CH:8][C:6]=2[N:7]=1, predict the reactants needed to synthesize it. The reactants are: [Cl:1][C:2]1[N:3]=[C:4]([N:12]2[CH2:17][CH2:16][O:15][CH2:14][CH2:13]2)[C:5]2[S:10][C:9]([NH2:11])=[CH:8][C:6]=2[N:7]=1.[CH:18]1([C:21](Cl)=[O:22])[CH2:20][CH2:19]1. (4) Given the product [CH3:22][O:21][C:19]([NH:15][C:14]1[NH:8][C:7]2[CH:6]=[CH:5][C:4]([C:9]3[CH:10]=[CH:11][C:12]4[O:18][CH2:17][CH2:16][N:15]([C:19]([O:21][CH2:22][CH:23]=[CH2:24])=[O:20])[CH2:14][C:13]=4[CH:25]=3)=[CH:3][C:2]=2[N:1]=1)=[O:20], predict the reactants needed to synthesize it. The reactants are: [NH2:1][C:2]1[CH:3]=[C:4]([C:9]2[CH:10]=[CH:11][C:12]3[O:18][CH2:17][CH2:16][N:15]([C:19]([O:21][CH2:22][CH:23]=[CH2:24])=[O:20])[CH2:14][C:13]=3[CH:25]=2)[CH:5]=[CH:6][C:7]=1[NH2:8]. (5) Given the product [I:31][C:22]1[CH:23]=[C:24]([CH:29]=[CH:30][C:21]=1[O:20][CH:19]=[C:17]([C:9]1[CH:8]=[CH:7][C:6]2[C:5]([CH3:4])([CH3:32])[CH2:14][CH2:13][C:12]([CH3:15])([CH3:16])[C:11]=2[CH:10]=1)[CH3:34])[C:25]([O:27][CH3:28])=[O:26], predict the reactants needed to synthesize it. The reactants are: C[O-].[Na+].[CH3:4][C:5]1([CH3:32])[CH2:14][CH2:13][C:12]([CH3:16])([CH3:15])[C:11]2[CH:10]=[C:9]([C:17]([CH2:19][O:20][C:21]3[CH:30]=[CH:29][C:24]([C:25]([O:27][CH3:28])=[O:26])=[CH:23][C:22]=3[I:31])=O)[CH:8]=[CH:7][C:6]1=2.[Br-].[CH3:34]P(C1C=CC=CC=1)(C1C=CC=CC=1)C1C=CC=CC=1.